From a dataset of Reaction yield outcomes from USPTO patents with 853,638 reactions. Predict the reaction yield, written as a fraction of the theoretical maximum amount of product (1.0 means a 100% yield; for example, 0.34 means a 34% yield). The reactants are [CH2:1]([O:8][CH2:9][CH2:10][NH:11][C:12]1[CH:20]=[CH:19][CH:18]=[C:14]([C:15]([OH:17])=O)[C:13]=1[C:21]([OH:23])=O)[C:2]1[CH:7]=[CH:6][CH:5]=[CH:4][CH:3]=1.[O:24]=[C:25]1[CH:30]([N:31]2C(=O)C3C(=CC=CC=3NCCOC)C2=O)[CH2:29][CH2:28][C:27](=[O:47])[NH:26]1. No catalyst specified. The product is [CH2:1]([O:8][CH2:9][CH2:10][NH:11][C:12]1[CH:20]=[CH:19][CH:18]=[C:14]2[C:13]=1[C:21](=[O:23])[N:31]([CH:30]1[CH2:29][CH2:28][C:27](=[O:47])[NH:26][C:25]1=[O:24])[C:15]2=[O:17])[C:2]1[CH:3]=[CH:4][CH:5]=[CH:6][CH:7]=1. The yield is 0.570.